From a dataset of Catalyst prediction with 721,799 reactions and 888 catalyst types from USPTO. Predict which catalyst facilitates the given reaction. Reactant: [C:1]1([CH3:11])[CH:6]=[CH:5][C:4]([S:7](Cl)(=[O:9])=[O:8])=[CH:3][CH:2]=1.[F:12][C:13]([F:17])([F:16])[CH2:14][OH:15]. Product: [C:1]1([CH3:11])[CH:6]=[CH:5][C:4]([S:7]([O:15][CH2:14][C:13]([F:17])([F:16])[F:12])(=[O:9])=[O:8])=[CH:3][CH:2]=1. The catalyst class is: 2.